Dataset: Full USPTO retrosynthesis dataset with 1.9M reactions from patents (1976-2016). Task: Predict the reactants needed to synthesize the given product. (1) Given the product [CH3:35][N:36]([CH3:40])[C:37](=[O:38])[NH:1][C:2]1[CH:3]=[C:4]([C:8]2[N:17]=[C:16]([NH:18][C:19]3[CH:20]=[C:21]4[C:25](=[CH:26][CH:27]=3)[N:24]([C:28]([O:30][C:31]([CH3:34])([CH3:33])[CH3:32])=[O:29])[N:23]=[CH:22]4)[C:15]3[C:10](=[CH:11][CH:12]=[CH:13][CH:14]=3)[N:9]=2)[CH:5]=[CH:6][CH:7]=1, predict the reactants needed to synthesize it. The reactants are: [NH2:1][C:2]1[CH:3]=[C:4]([C:8]2[N:17]=[C:16]([NH:18][C:19]3[CH:20]=[C:21]4[C:25](=[CH:26][CH:27]=3)[N:24]([C:28]([O:30][C:31]([CH3:34])([CH3:33])[CH3:32])=[O:29])[N:23]=[CH:22]4)[C:15]3[C:10](=[CH:11][CH:12]=[CH:13][CH:14]=3)[N:9]=2)[CH:5]=[CH:6][CH:7]=1.[CH3:35][N:36]([CH3:40])[C:37](Cl)=[O:38].CCN(CC)CC.[Cl-]. (2) Given the product [Cl:1][C:2]1[CH:7]=[CH:6][CH:5]=[C:20]2[C:19]([O:22][C:4](=[O:28])[C:3]=12)=[O:21], predict the reactants needed to synthesize it. The reactants are: [Cl:1][C:2]1[CH:7]=[CH:6][CH:5]=[C:4](C)[C:3]=1C.ClC1C=C(C)C(C)=CC=1.[C:19]([O-:22])(=[O:21])[CH3:20].[Na+].[Br-].[Na+].C(O)(=[O:28])C. (3) Given the product [Cl:2][C:3]1[C:8]([Cl:9])=[CH:7][CH:6]=[CH:5][C:4]=1[N:10]1[CH2:11][CH2:12][N:13]([CH2:16][CH2:17][CH2:18][O:19][C:38]2[N:37]=[C:36]3[C:41]([CH:42]=[CH:43][C:34](=[O:33])[NH:35]3)=[CH:40][CH:39]=2)[CH2:14][CH2:15]1, predict the reactants needed to synthesize it. The reactants are: Cl.[Cl:2][C:3]1[C:8]([Cl:9])=[CH:7][CH:6]=[CH:5][C:4]=1[N:10]1[CH2:15][CH2:14][N:13]([CH2:16][CH2:17][CH2:18][OH:19])[CH2:12][CH2:11]1.CC([O-])(C)C.[K+].C([O:33][C:34]1[CH:43]=[CH:42][C:41]2[C:36](=[N:37][C:38](Cl)=[CH:39][CH:40]=2)[N:35]=1)C1C=CC=CC=1. (4) Given the product [Cl:1][C:2]1[CH:3]=[C:4]([N:10]2[C:14]([C:15]([O:17][CH2:18][CH3:19])=[O:16])=[C:13]([CH2:20][C:21]3[CH:22]=[CH:23][C:24]([C:25](=[O:27])[NH:31][CH2:32][C:33]([OH:35])([CH3:36])[CH3:34])=[CH:28][CH:29]=3)[C:12]([CH3:30])=[N:11]2)[CH:5]=[CH:6][C:7]=1[C:8]#[N:9], predict the reactants needed to synthesize it. The reactants are: [Cl:1][C:2]1[CH:3]=[C:4]([N:10]2[C:14]([C:15]([O:17][CH2:18][CH3:19])=[O:16])=[C:13]([CH2:20][C:21]3[CH:29]=[CH:28][C:24]([C:25]([OH:27])=O)=[CH:23][CH:22]=3)[C:12]([CH3:30])=[N:11]2)[CH:5]=[CH:6][C:7]=1[C:8]#[N:9].[NH2:31][CH2:32][C:33]([CH3:36])([OH:35])[CH3:34].Cl.C(N=C=N)C.ON1C2C=CC=CC=2N=N1. (5) Given the product [Cl:1][C:2]1[CH:7]=[C:6]([F:8])[CH:5]=[CH:4][C:3]=1[C:9]1[CH:10]=[C:11]2[CH:16]=[CH:15][C:14]([C:17]([F:20])([F:19])[F:18])=[CH:13][N:12]2[N:21]=1, predict the reactants needed to synthesize it. The reactants are: [Cl:1][C:2]1[CH:7]=[C:6]([F:8])[CH:5]=[CH:4][C:3]=1[C:9](=[N:21]O)[CH2:10][C:11]1[CH:16]=[CH:15][C:14]([C:17]([F:20])([F:19])[F:18])=[CH:13][N:12]=1.C(OC(C(F)(F)F)=O)(C(F)(F)F)=O.C(N(CC)CC)C.O. (6) Given the product [F:21][C:19]1([F:22])[O:18][C:17]2[CH:23]=[CH:24][C:14]([C:11]3([C:9]([NH:8][C:6]4[N:7]=[C:2]([C:34]5[C:29]([O:28][CH3:27])=[N:30][CH:31]=[CH:32][CH:33]=5)[C:3]([CH3:26])=[C:4]([CH3:25])[CH:5]=4)=[O:10])[CH2:13][CH2:12]3)=[CH:15][C:16]=2[O:20]1, predict the reactants needed to synthesize it. The reactants are: Cl[C:2]1[N:7]=[C:6]([NH:8][C:9]([C:11]2([C:14]3[CH:24]=[CH:23][C:17]4[O:18][C:19]([F:22])([F:21])[O:20][C:16]=4[CH:15]=3)[CH2:13][CH2:12]2)=[O:10])[CH:5]=[C:4]([CH3:25])[C:3]=1[CH3:26].[CH3:27][O:28][C:29]1[C:34](B(O)O)=[CH:33][CH:32]=[CH:31][N:30]=1.C([O-])([O-])=O.[Na+].[Na+].